From a dataset of TCR-epitope binding with 47,182 pairs between 192 epitopes and 23,139 TCRs. Binary Classification. Given a T-cell receptor sequence (or CDR3 region) and an epitope sequence, predict whether binding occurs between them. (1) Result: 0 (the TCR does not bind to the epitope). The TCR CDR3 sequence is CASSVSLGEKLFF. The epitope is SGPLKAEIAQRLED. (2) The epitope is CINGVCWTV. The TCR CDR3 sequence is CASGTGANEKLFF. Result: 1 (the TCR binds to the epitope). (3) The epitope is LLDFVRFMGV. The TCR CDR3 sequence is CASSLDPGTEAFF. Result: 0 (the TCR does not bind to the epitope). (4) The epitope is LLLGIGILV. The TCR CDR3 sequence is CASSLNWGDPRETQYF. Result: 0 (the TCR does not bind to the epitope). (5) The epitope is FLYNLLTRV. The TCR CDR3 sequence is CASSHRASGGATPYF. Result: 0 (the TCR does not bind to the epitope). (6) The TCR CDR3 sequence is CASSYSASRYEQYF. Result: 1 (the TCR binds to the epitope). The epitope is KLPDDFTGCV.